This data is from Forward reaction prediction with 1.9M reactions from USPTO patents (1976-2016). The task is: Predict the product of the given reaction. (1) Given the reactants [F:1][C:2]1[CH:3]=[C:4]2[C:8](=[CH:9][CH:10]=1)[NH:7][CH:6]=[C:5]2[CH2:11][CH2:12][CH2:13][NH:14][CH:15]1[CH2:24][C:23]2[C:22]([C:25]([NH2:27])=[O:26])=[CH:21][CH:20]=[CH:19][C:18]=2[O:17][CH2:16]1.[CH3:28][CH:29]([CH3:32])[CH:30]=O.C(O)(=O)C.C([BH3-])#N.[Na+], predict the reaction product. The product is: [F:1][C:2]1[CH:3]=[C:4]2[C:8](=[CH:9][CH:10]=1)[NH:7][CH:6]=[C:5]2[CH2:11][CH2:12][CH2:13][N:14]([CH2:28][CH:29]([CH3:32])[CH3:30])[CH:15]1[CH2:24][C:23]2[C:22]([C:25]([NH2:27])=[O:26])=[CH:21][CH:20]=[CH:19][C:18]=2[O:17][CH2:16]1. (2) Given the reactants I[C:2]1[C:10]2[C:5](=[N:6][CH:7]=[C:8]([C:11]3[CH:12]=[C:13]([C:17]([N:19]4[CH2:24][CH2:23][O:22][CH2:21][CH2:20]4)=[O:18])[CH:14]=[CH:15][CH:16]=3)[CH:9]=2)[N:4]([CH2:25][O:26][CH2:27][CH2:28][Si:29]([CH3:32])([CH3:31])[CH3:30])[N:3]=1.[CH3:33][N:34]([CH3:46])[C:35]([C:37]1[CH:38]=[C:39](B(O)O)[CH:40]=[CH:41][CH:42]=1)=[O:36].ClCCl.C(=O)([O-])[O-].[Na+].[Na+], predict the reaction product. The product is: [CH3:33][N:34]([CH3:46])[C:35](=[O:36])[C:37]1[CH:42]=[CH:41][CH:40]=[C:39]([C:2]2[C:10]3[C:5](=[N:6][CH:7]=[C:8]([C:11]4[CH:16]=[CH:15][CH:14]=[C:13]([C:17]([N:19]5[CH2:24][CH2:23][O:22][CH2:21][CH2:20]5)=[O:18])[CH:12]=4)[CH:9]=3)[N:4]([CH2:25][O:26][CH2:27][CH2:28][Si:29]([CH3:32])([CH3:31])[CH3:30])[N:3]=2)[CH:38]=1. (3) Given the reactants [CH3:1][C:2]1[CH:7]=[C:6]([CH2:8][CH2:9][C:10]2[S:14][C:13]([C:15]3[CH:20]=[CH:19][C:18]([C:21]([F:24])([F:23])[F:22])=[CH:17][CH:16]=3)=[N:12][C:11]=2[CH3:25])[CH:5]=[CH:4][C:3]=1[OH:26].Br[CH2:28][CH2:29][CH2:30][C:31]([O:33][CH3:34])=[O:32].C(=O)([O-])[O-].[Cs+].[Cs+], predict the reaction product. The product is: [CH3:1][C:2]1[CH:7]=[C:6]([CH2:8][CH2:9][C:10]2[S:14][C:13]([C:15]3[CH:20]=[CH:19][C:18]([C:21]([F:24])([F:23])[F:22])=[CH:17][CH:16]=3)=[N:12][C:11]=2[CH3:25])[CH:5]=[CH:4][C:3]=1[O:26][CH2:28][CH2:29][CH2:30][C:31]([O:33][CH3:34])=[O:32]. (4) Given the reactants Br[C:2]1[CH:12]=[C:11]([CH3:13])[C:5]2[N:6]=[C:7]([NH2:10])[N:8]=[N:9][C:4]=2[CH:3]=1.[C:14]([O-:17])([O-])=O.[Na+].[Na+].[CH2:20]([Cl:22])Cl, predict the reaction product. The product is: [Cl:22][C:20]1[CH:11]=[CH:12][C:2]([O:17][CH3:14])=[CH:3][C:4]=1[C:2]1[CH:12]=[C:11]([CH3:13])[C:5]2[N:6]=[C:7]([NH2:10])[N:8]=[N:9][C:4]=2[CH:3]=1. (5) Given the reactants [CH:1]([C:4]1[CH:21]=[CH:20][C:7]([CH2:8][N:9]2[CH:14]=[CH:13][CH:12]=[C:11]([C:15]([O:17]C)=[O:16])[C:10]2=[O:19])=[CH:6][CH:5]=1)([CH3:3])[CH3:2], predict the reaction product. The product is: [CH:1]([C:4]1[CH:21]=[CH:20][C:7]([CH2:8][N:9]2[CH:14]=[CH:13][CH:12]=[C:11]([C:15]([OH:17])=[O:16])[C:10]2=[O:19])=[CH:6][CH:5]=1)([CH3:3])[CH3:2]. (6) Given the reactants [O:1]1[C:5]2([CH2:10][CH2:9][C:8](=O)[CH2:7][CH2:6]2)[O:4][CH2:3][CH2:2]1.[I-].C[S+](C)(C)=O.C[C:19](C)([O-:21])C.[K+], predict the reaction product. The product is: [O:21]1[C:2]2([CH2:9][CH2:8][CH2:7][CH2:6][C:5]3([O:1][CH2:10]3)[O:4][CH2:3]2)[CH2:19]1. (7) The product is: [F:20][C:15]1[CH:14]=[C:13]([CH:18]=[C:17]([F:19])[CH:16]=1)[C:11]([C:8]1[CH:9]=[C:10]2[C:5](=[CH:6][CH:7]=1)[NH:4][N:3]=[C:2]2[NH:1][C:23](=[O:24])[C:22]([F:33])([F:32])[F:21])=[O:12]. Given the reactants [NH2:1][C:2]1[C:10]2[C:5](=[CH:6][CH:7]=[C:8]([C:11]([C:13]3[CH:18]=[C:17]([F:19])[CH:16]=[C:15]([F:20])[CH:14]=3)=[O:12])[CH:9]=2)[NH:4][N:3]=1.[F:21][C:22]([F:33])([F:32])[C:23](O[C:23](=[O:24])[C:22]([F:33])([F:32])[F:21])=[O:24], predict the reaction product.